This data is from Full USPTO retrosynthesis dataset with 1.9M reactions from patents (1976-2016). The task is: Predict the reactants needed to synthesize the given product. (1) Given the product [F:8][C:4]1[CH:5]=[CH:6][CH:7]=[C:2]([F:1])[C:3]=1[NH:9][C:10]([C:12]1[CH:16]=[CH:15][N:14]([CH2:17][C:18]2[CH:23]=[CH:22][CH:21]=[CH:20][C:19]=2[O:24][CH2:32][CH:33]([CH3:36])[CH2:34][CH3:35])[N:13]=1)=[O:11], predict the reactants needed to synthesize it. The reactants are: [F:1][C:2]1[CH:7]=[CH:6][CH:5]=[C:4]([F:8])[C:3]=1[NH:9][C:10]([C:12]1[CH:16]=[CH:15][N:14]([CH2:17][C:18]2[CH:23]=[CH:22][CH:21]=[CH:20][C:19]=2[OH:24])[N:13]=1)=[O:11].C(=O)([O-])[O-].[K+].[K+].Br[CH2:32][CH:33]([CH3:36])[CH2:34][CH3:35]. (2) The reactants are: [CH:1]([C:4]1[CH:8]=[CH:7][NH:6][N:5]=1)([CH3:3])[CH3:2].CC(C)([O-])C.[K+].O1CCCC1.[CH2:20](Br)[C:21]1[CH:26]=[CH:25][CH:24]=[CH:23][CH:22]=1. Given the product [CH2:20]([N:6]1[CH:7]=[CH:8][C:4]([CH:1]([CH3:3])[CH3:2])=[N:5]1)[C:21]1[CH:26]=[CH:25][CH:24]=[CH:23][CH:22]=1, predict the reactants needed to synthesize it. (3) Given the product [N+:24]([C:23]1[C:15]2[N:14]=[C:6]([C:5]3[CH:9]=[CH:10][CH:11]=[C:3]([C:2]([F:13])([F:12])[F:1])[CH:4]=3)[O:7][C:17](=[O:18])[C:16]=2[CH:20]=[CH:21][CH:22]=1)([O-:26])=[O:25], predict the reactants needed to synthesize it. The reactants are: [F:1][C:2]([F:13])([F:12])[C:3]1[CH:4]=[C:5]([CH:9]=[CH:10][CH:11]=1)[C:6](Cl)=[O:7].[NH2:14][C:15]1[C:23]([N+:24]([O-:26])=[O:25])=[CH:22][CH:21]=[CH:20][C:16]=1[C:17](O)=[O:18].O. (4) The reactants are: [CH:1]1([C@@H:7]([NH:9][C:10]([C:12]2[C:21]3[C:16](=[CH:17][CH:18]=[CH:19][CH:20]=3)[N:15]=[C:14]([C:22]3[S:23][CH:24]=[CH:25][CH:26]=3)[C:13]=2[CH2:27][N:28]2[CH2:33][CH2:32][N:31]([C:34](Cl)=[O:35])[CH2:30][CH2:29]2)=[O:11])[CH3:8])[CH2:6][CH2:5][CH2:4][CH2:3][CH2:2]1.[NH:37]1[CH2:42][CH2:41][CH:40]([OH:43])[CH2:39][CH2:38]1. Given the product [CH:1]1([C@@H:7]([NH:9][C:10]([C:12]2[C:21]3[C:16](=[CH:17][CH:18]=[CH:19][CH:20]=3)[N:15]=[C:14]([C:22]3[S:23][CH:24]=[CH:25][CH:26]=3)[C:13]=2[CH2:27][N:28]2[CH2:33][CH2:32][N:31]([C:34]([N:37]3[CH2:42][CH2:41][CH:40]([OH:43])[CH2:39][CH2:38]3)=[O:35])[CH2:30][CH2:29]2)=[O:11])[CH3:8])[CH2:6][CH2:5][CH2:4][CH2:3][CH2:2]1, predict the reactants needed to synthesize it. (5) Given the product [F:20][CH:2]([F:1])[C:3]1[C:4]2[CH:16]3[CH2:17][CH:15]3[C:14]([F:19])([F:18])[C:5]=2[N:6]([CH2:8][C:9]([OH:11])=[O:10])[N:7]=1, predict the reactants needed to synthesize it. The reactants are: [F:1][CH:2]([F:20])[C:3]1[C:4]2[CH:16]3[CH2:17][CH:15]3[C:14]([F:19])([F:18])[C:5]=2[N:6]([CH2:8][C:9]([O:11]CC)=[O:10])[N:7]=1.[Li+].[OH-]. (6) Given the product [CH2:1]([O:8][C:9]([NH:11][CH2:12][C:13]1[O:15][C:16]([C:17]([O:19][CH2:20][CH3:21])=[O:18])=[C:22]([CH3:23])[N:29]=1)=[O:10])[C:2]1[CH:7]=[CH:6][CH:5]=[CH:4][CH:3]=1, predict the reactants needed to synthesize it. The reactants are: [CH2:1]([O:8][C:9]([NH:11][CH2:12][C:13]([O:15][CH:16]([C:22](=O)[CH3:23])[C:17]([O:19][CH2:20][CH3:21])=[O:18])=O)=[O:10])[C:2]1[CH:7]=[CH:6][CH:5]=[CH:4][CH:3]=1.C([O-])(=O)C.[NH4+:29].O. (7) Given the product [F:1][C:2]1[C:7]([C:8]2[CH:13]=[CH:12][CH:11]=[C:10]([CH3:14])[CH:9]=2)=[C:6]([CH:15]([C@@H:22]2[O:27][CH2:26][CH2:25][NH:24][CH2:23]2)[CH2:16][CH2:17][CH2:18][CH2:19][O:20][CH3:21])[CH:5]=[CH:4][CH:3]=1.[ClH:35], predict the reactants needed to synthesize it. The reactants are: [F:1][C:2]1[C:7]([C:8]2[CH:13]=[CH:12][CH:11]=[C:10]([CH3:14])[CH:9]=2)=[C:6]([CH:15]([C@@H:22]2[O:27][CH2:26][CH2:25][N:24](C(OC(C)(C)C)=O)[CH2:23]2)[CH2:16][CH2:17][CH2:18][CH2:19][O:20][CH3:21])[CH:5]=[CH:4][CH:3]=1.[ClH:35]. (8) Given the product [Br:6][C:7]1[C:8]([Cl:3])=[N:9][C:10]([CH3:16])=[C:11]([N+:13]([O-:15])=[O:14])[CH:12]=1, predict the reactants needed to synthesize it. The reactants are: O=P(Cl)(Cl)[Cl:3].[Br:6][C:7]1[C:8](O)=[N:9][C:10]([CH3:16])=[C:11]([N+:13]([O-:15])=[O:14])[CH:12]=1.